This data is from Full USPTO retrosynthesis dataset with 1.9M reactions from patents (1976-2016). The task is: Predict the reactants needed to synthesize the given product. (1) Given the product [C:1]([C:5]1[O:9][N:8]=[C:7]([NH:10][C:20]2[CH:21]=[CH:22][N:23]=[C:18]([Cl:17])[N:19]=2)[CH:6]=1)([CH3:4])([CH3:3])[CH3:2], predict the reactants needed to synthesize it. The reactants are: [C:1]([C:5]1[O:9][N:8]=[C:7]([NH2:10])[CH:6]=1)([CH3:4])([CH3:3])[CH3:2].CC([O-])(C)C.[Na+].[Cl:17][C:18]1[N:23]=[C:22](Cl)[CH:21]=[CH:20][N:19]=1.[NH4+].[Cl-]. (2) Given the product [NH2:9][C:3]1[N:4]=[CH:5][N:6]=[C:7]([O:17][C:13]2[CH:12]=[C:11]([NH:10][C:41](=[O:44])[CH:42]=[CH2:43])[CH:16]=[CH:15][CH:14]=2)[C:2]=1[C:26]1[CH:25]=[N:24][N:23]([CH2:22][C:21]2[CH:20]=[C:19]([F:18])[CH:39]=[C:38]([F:40])[CH:37]=2)[CH:27]=1, predict the reactants needed to synthesize it. The reactants are: Cl[C:2]1[C:3]([NH2:9])=[N:4][CH:5]=[N:6][C:7]=1Cl.[NH2:10][C:11]1[CH:12]=[C:13]([OH:17])[CH:14]=[CH:15][CH:16]=1.[F:18][C:19]1[CH:20]=[C:21]([CH:37]=[C:38]([F:40])[CH:39]=1)[CH2:22][N:23]1[CH:27]=[C:26](B2OC(C)(C)C(C)(C)O2)[CH:25]=[N:24]1.[C:41](Cl)(=[O:44])[CH:42]=[CH2:43]. (3) Given the product [CH2:18]([C:17]([C:23]1[CH:24]=[CH:25][C:26]([O:29][CH2:30][CH2:31][CH2:32][C:33]([O:35][CH2:36][CH3:37])=[O:34])=[CH:27][CH:28]=1)=[C:8]([C:10]1[CH:15]=[CH:14][C:13]([OH:16])=[CH:12][CH:11]=1)[C:5]1[CH:6]=[CH:7][C:2]([OH:1])=[CH:3][CH:4]=1)[CH2:19][CH2:20][CH3:21], predict the reactants needed to synthesize it. The reactants are: [OH:1][C:2]1[CH:7]=[CH:6][C:5]([C:8]([C:10]2[CH:15]=[CH:14][C:13]([OH:16])=[CH:12][CH:11]=2)=O)=[CH:4][CH:3]=1.[C:17]([C:23]1[CH:28]=[CH:27][C:26]([O:29][CH2:30][CH2:31][CH2:32][C:33]([O:35][CH2:36][CH3:37])=[O:34])=[CH:25][CH:24]=1)(=O)[CH2:18][CH2:19][CH2:20][CH3:21]. (4) Given the product [Cl:1][C:2]1[CH:9]=[C:8]([CH:7]=[CH:6][C:3]=1[C:4]#[N:5])[O:10][CH2:27][C:24]([OH:25])([CH3:26])[C:22]([NH:21][C:13]1[CH:14]=[CH:15][C:16]([N+:18]([O-:20])=[O:19])=[CH:17][C:12]=1[CH3:11])=[O:23], predict the reactants needed to synthesize it. The reactants are: [Cl:1][C:2]1[CH:9]=[C:8]([OH:10])[CH:7]=[CH:6][C:3]=1[C:4]#[N:5].[CH3:11][C:12]1[CH:17]=[C:16]([N+:18]([O-:20])=[O:19])[CH:15]=[CH:14][C:13]=1[NH:21][C:22]([C:24]1([CH3:27])[CH2:26][O:25]1)=[O:23]. (5) Given the product [N+:1]([C:4]1[CH:8]=[CH:7][N:6]([C:10]2[CH:15]=[CH:14][CH:13]=[C:12]([C:16]([F:19])([F:18])[F:17])[CH:11]=2)[N:5]=1)([O-:3])=[O:2], predict the reactants needed to synthesize it. The reactants are: [N+:1]([C:4]1[CH:8]=[CH:7][NH:6][N:5]=1)([O-:3])=[O:2].I[C:10]1[CH:15]=[CH:14][CH:13]=[C:12]([C:16]([F:19])([F:18])[F:17])[CH:11]=1.C(=O)([O-])[O-].[K+].[K+].N1CCC[C@H]1C(O)=O. (6) Given the product [N+:48]([C:51]1[CH:56]=[CH:55][C:54]([NH:57][C@H:58]2[CH2:63][CH2:62][C@H:61]([O:64][CH2:2][C:3]([N:5]3[CH2:10][CH2:9][CH:8]([C:11]4[CH:16]=[CH:15][C:14]([O:17][C:18]5[CH:23]=[CH:22][CH:21]=[CH:20][CH:19]=5)=[CH:13][CH:12]=4)[CH2:7][CH2:6]3)=[O:4])[CH2:60][CH2:59]2)=[CH:53][C:52]=1[C:65]([F:66])([F:67])[F:68])([O-:50])=[O:49], predict the reactants needed to synthesize it. The reactants are: Cl[CH2:2][C:3]([N:5]1[CH2:10][CH2:9][CH:8]([C:11]2[CH:16]=[CH:15][C:14]([O:17][C:18]3[CH:23]=[CH:22][CH:21]=[CH:20][CH:19]=3)=[CH:13][CH:12]=2)[CH2:7][CH2:6]1)=[O:4].O(C1C=CC(C2CCNCC2)=CC=1)C1C=CC=CC=1.ClCC(Cl)=O.[N+:48]([C:51]1[CH:56]=[CH:55][C:54]([NH:57][C@H:58]2[CH2:63][CH2:62][C@H:61]([OH:64])[CH2:60][CH2:59]2)=[CH:53][C:52]=1[C:65]([F:68])([F:67])[F:66])([O-:50])=[O:49]. (7) Given the product [F:1][C:2]1[CH:3]=[C:4]([C:12]2[S:21][C:20]([NH:19][C:16](=[O:18])[CH3:17])=[N:22][C:13]=2[CH3:14])[CH:5]=[CH:6][C:7]=1[S:8]([CH3:11])(=[O:10])=[O:9], predict the reactants needed to synthesize it. The reactants are: [F:1][C:2]1[CH:3]=[C:4]([CH2:12][C:13](=O)[CH3:14])[CH:5]=[CH:6][C:7]=1[S:8]([CH3:11])(=[O:10])=[O:9].[C:16]([NH:19][C:20]([NH2:22])=[S:21])(=[O:18])[CH3:17].